From a dataset of Reaction yield outcomes from USPTO patents with 853,638 reactions. Predict the reaction yield, written as a fraction of the theoretical maximum amount of product (1.0 means a 100% yield; for example, 0.34 means a 34% yield). The reactants are [C:1]([O:5][C:6](=[O:35])[N:7]([C:16]1[S:17][C@:18]2([CH:33]=O)[C@H:20]([C@:21]([C:25]3[CH:30]=[C:29]([Br:31])[CH:28]=[CH:27][C:26]=3[F:32])([CH2:23][F:24])[N:22]=1)[CH2:19]2)[CH2:8][O:9][CH2:10][CH2:11][Si:12]([CH3:15])([CH3:14])[CH3:13])([CH3:4])([CH3:3])[CH3:2].[C:36](=O)([O-])[O-].[K+].[K+].COP(C(=[N+]=[N-])C(=O)C)(=O)OC. The catalyst is CO. The product is [C:1]([O:5][C:6](=[O:35])[N:7]([C:16]1[S:17][C@:18]2([C:33]#[CH:36])[C@H:20]([C@:21]([C:25]3[CH:30]=[C:29]([Br:31])[CH:28]=[CH:27][C:26]=3[F:32])([CH2:23][F:24])[N:22]=1)[CH2:19]2)[CH2:8][O:9][CH2:10][CH2:11][Si:12]([CH3:15])([CH3:13])[CH3:14])([CH3:2])([CH3:3])[CH3:4]. The yield is 0.900.